From a dataset of Reaction yield outcomes from USPTO patents with 853,638 reactions. Predict the reaction yield, written as a fraction of the theoretical maximum amount of product (1.0 means a 100% yield; for example, 0.34 means a 34% yield). (1) The reactants are [NH2:1][C:2]1[CH:3]=[C:4]([CH:21]=[CH:22][C:23]=1[CH3:24])[O:5][C:6]1[CH:7]=[CH:8][C:9]2[N:10]([CH:12]=[C:13]([NH:15][C:16]([CH:18]3[CH2:20][CH2:19]3)=[O:17])[N:14]=2)[N:11]=1.[C:25]1([C:30](O)=[O:31])[CH2:29][CH2:28][CH2:27][CH:26]=1.ON1C2C=CC=CC=2N=N1.C(N(CC)C(C)C)(C)C. The catalyst is CN(C)C(=O)C. The product is [CH:18]1([C:16]([NH:15][C:13]2[N:14]=[C:9]3[CH:8]=[CH:7][C:6]([O:5][C:4]4[CH:21]=[CH:22][C:23]([CH3:24])=[C:2]([NH:1][C:30]([C:25]5[CH2:29][CH2:28][CH2:27][CH:26]=5)=[O:31])[CH:3]=4)=[N:11][N:10]3[CH:12]=2)=[O:17])[CH2:20][CH2:19]1. The yield is 0.210. (2) The reactants are [CH2:1]([O:3][C:4](=[O:12])[C:5]1[CH:10]=[CH:9][CH:8]=[C:7]([NH2:11])[CH:6]=1)[CH3:2].[F:13][C:14]1[CH:19]=[CH:18][CH:17]=[C:16]([F:20])[C:15]=1[S:21](Cl)(=[O:23])=[O:22].N1C=CC=CC=1. The catalyst is C(Cl)Cl. The product is [F:13][C:14]1[CH:19]=[CH:18][CH:17]=[C:16]([F:20])[C:15]=1[S:21]([NH:11][C:7]1[CH:6]=[C:5]([CH:10]=[CH:9][CH:8]=1)[C:4]([O:3][CH2:1][CH3:2])=[O:12])(=[O:23])=[O:22]. The yield is 0.950. (3) The reactants are [OH:1][N:2]1[C:7]([CH3:9])([CH3:8])[CH2:6][CH:5](O)[CH2:4][C:3]1([CH3:12])[CH3:11].N(OC(C)(C)C)=O.[CH2:20]([O:23][C:24]1[CH:30]=[CH:29][CH:28]=[CH:27][C:25]=1N)[CH:21]=[CH2:22]. The catalyst is ClC1C=CC=CC=1. The product is [O:23]1[C:24]2[CH:30]=[CH:29][CH:28]=[CH:27][C:25]=2[CH:21]([CH2:22][O:1][N:2]2[C:7]([CH3:9])([CH3:8])[CH2:6][CH2:5][CH2:4][C:3]2([CH3:12])[CH3:11])[CH2:20]1. The yield is 0.615.